Predict the reactants needed to synthesize the given product. From a dataset of Full USPTO retrosynthesis dataset with 1.9M reactions from patents (1976-2016). (1) Given the product [CH2:13]([CH:28]([C:6]([O:8][CH3:21])=[O:7])[C:27]([O:30][CH3:31])=[O:29])[CH2:14][CH2:15][CH2:16][CH2:17][CH:18]=[CH2:19], predict the reactants needed to synthesize it. The reactants are: CC(C)([C:6]([O-:8])=[O:7])C([O-])=O.[H-].[Na+].I[CH2:13][CH2:14][CH2:15][CH2:16][CH2:17][CH:18]=[CH2:19].O.[CH3:21]CCCCC.[C:27]([O:30][CH2:31]C)(=[O:29])[CH3:28]. (2) Given the product [CH2:1]([S:3]([C:6]1[C:14]([F:15])=[CH:13][C:9]([C:10]([O:12][C:9]([CH3:13])([CH3:10])[CH3:8])=[O:11])=[C:8]([N+:16]([O-:18])=[O:17])[CH:7]=1)(=[O:5])=[O:4])[CH3:2], predict the reactants needed to synthesize it. The reactants are: [CH2:1]([S:3]([C:6]1[C:14]([F:15])=[CH:13][C:9]([C:10]([OH:12])=[O:11])=[C:8]([N+:16]([O-:18])=[O:17])[CH:7]=1)(=[O:5])=[O:4])[CH3:2].Cl(O)(=O)(=O)=O.